Dataset: Full USPTO retrosynthesis dataset with 1.9M reactions from patents (1976-2016). Task: Predict the reactants needed to synthesize the given product. (1) Given the product [CH3:40][N:39]1[CH:36]=[CH:38][CH:44]=[C:42]1[C:29]([N:28]1[CH2:25][CH2:26][CH2:27][CH:23]([NH:22][C:15]2[C:16]3[S:21][CH2:20][CH2:19][C:17]=3[N:18]=[C:13]([Cl:46])[N:14]=2)[CH2:24]1)=[O:35], predict the reactants needed to synthesize it. The reactants are: C1(N2CCN([C:13]3[N:14]=[C:15]([NH:22][C@H:23]4[CH2:27][CH2:26][CH2:25][C@@H:24]4[NH:28][C:29](=[O:35])OC(C)(C)C)[C:16]4[S:21][CH2:20][CH2:19][C:17]=4[N:18]=3)CC2)C=CC=CC=1.[CH:36]([N:39]([CH:42]([CH3:44])C)[CH2:40]C)([CH3:38])C.Cl.[Cl:46]C1N=C(NC2CCCNC2)C2SCCC=2N=1. (2) Given the product [Cl:10][C:4]1[CH:3]=[C:2]([N:17]2[CH:13]([CH2:11][CH3:12])[C:14](=[O:21])[C:15]([CH3:20])([CH3:19])[C:16]2=[O:18])[CH:9]=[CH:8][C:5]=1[C:6]#[N:7], predict the reactants needed to synthesize it. The reactants are: Br[C:2]1[CH:9]=[CH:8][C:5]([C:6]#[N:7])=[C:4]([Cl:10])[CH:3]=1.[CH2:11]([CH:13]1[NH:17][C:16](=[O:18])[C:15]([CH3:20])([CH3:19])[C:14]1=[O:21])[CH3:12].C(=O)([O-])[O-].[Cs+].[Cs+].C1(P(C2C=CC=CC=2)C2C3OC4C(=CC=CC=4P(C4C=CC=CC=4)C4C=CC=CC=4)C(C)(C)C=3C=CC=2)C=CC=CC=1. (3) Given the product [N:26]1([CH2:32][CH2:33][NH:34][CH2:22][C:21]2[CH:20]=[CH:19][C:18]([NH:17][C:12]3[N:11]=[CH:10][C:9]4[C:14](=[CH:15][CH:16]=[C:7]([C:4]5[CH:5]=[CH:6][N:1]=[CH:2][CH:3]=5)[CH:8]=4)[N:13]=3)=[CH:25][CH:24]=2)[CH2:31][CH2:30][O:29][CH2:28][CH2:27]1, predict the reactants needed to synthesize it. The reactants are: [N:1]1[CH:6]=[CH:5][C:4]([C:7]2[CH:8]=[C:9]3[C:14](=[CH:15][CH:16]=2)[N:13]=[C:12]([NH:17][C:18]2[CH:25]=[CH:24][C:21]([CH:22]=O)=[CH:20][CH:19]=2)[N:11]=[CH:10]3)=[CH:3][CH:2]=1.[N:26]1([CH2:32][CH2:33][NH2:34])[CH2:31][CH2:30][O:29][CH2:28][CH2:27]1.[BH3-]C#N.[Na+]. (4) Given the product [C:1]([C@@:3]12[CH2:20][CH2:19][C:18]3[CH:17]=[C:16]([O:21][CH3:22])[CH:15]=[CH:14][C:13]=3[C@H:12]1[CH:11]([OH:23])[CH2:10][C@@:8]1([CH3:9])[C@H:4]2[CH2:5][CH2:6][C@@H:7]1[O:24][CH:25]1[CH2:30][CH2:29][CH2:28][CH2:27][O:26]1)#[N:2], predict the reactants needed to synthesize it. The reactants are: [C:1]([C@@:3]12[CH2:20][CH2:19][C:18]3[CH:17]=[C:16]([O:21][CH3:22])[CH:15]=[CH:14][C:13]=3[C@H:12]1[C:11](=[O:23])[CH2:10][C@@:8]1([CH3:9])[C@H:4]2[CH2:5][CH2:6][C@@H:7]1[O:24][CH:25]1[CH2:30][CH2:29][CH2:28][CH2:27][O:26]1)#[N:2].C(=O)(O)[O-].[Na+]. (5) Given the product [CH2:21]([N:3]([CH2:1][CH3:2])[C:4](=[O:20])[CH2:5][N:6]1[CH2:7][CH2:8][N:9]([C:12]2[CH:17]=[CH:16][CH:15]=[C:14]([CH:18]=[O:19])[N:13]=2)[CH2:10][CH2:11]1)[CH3:22], predict the reactants needed to synthesize it. The reactants are: [CH2:1]([N:3]([CH2:21][CH3:22])[C:4](=[O:20])[CH2:5][N:6]1[CH2:11][CH2:10][N:9]([C:12]2[CH:17]=[CH:16][CH:15]=[C:14]([CH2:18][OH:19])[N:13]=2)[CH2:8][CH2:7]1)[CH3:2].